Dataset: Catalyst prediction with 721,799 reactions and 888 catalyst types from USPTO. Task: Predict which catalyst facilitates the given reaction. Reactant: [F:1][C:2]1[CH:11]=[CH:10][C:5]2[S:6][CH:7]=[C:8]([CH3:9])[C:4]=2[CH:3]=1.C1C(=O)N([Br:19])C(=O)C1. Product: [Br:19][C:7]1[S:6][C:5]2[CH:10]=[CH:11][C:2]([F:1])=[CH:3][C:4]=2[C:8]=1[CH3:9]. The catalyst class is: 47.